From a dataset of Catalyst prediction with 721,799 reactions and 888 catalyst types from USPTO. Predict which catalyst facilitates the given reaction. (1) Reactant: [CH3:1][C:2]1[CH:7]=[CH:6][C:5](B(O)O)=[CH:4][C:3]=1[NH:11][C:12](=[O:27])[C:13]1[CH:18]=[CH:17][C:16]([O:19][CH2:20][C:21]2[CH:26]=[CH:25][CH:24]=[CH:23][N:22]=2)=[CH:15][CH:14]=1.Br[C:29]1[N:30]=[CH:31][N:32]([CH3:36])[C:33]=1[CH:34]=[O:35].C([O-])([O-])=O.[K+].[K+]. Product: [CH:34]([C:33]1[N:32]([CH3:36])[CH:31]=[N:30][C:29]=1[C:5]1[CH:6]=[CH:7][C:2]([CH3:1])=[C:3]([NH:11][C:12](=[O:27])[C:13]2[CH:18]=[CH:17][C:16]([O:19][CH2:20][C:21]3[CH:26]=[CH:25][CH:24]=[CH:23][N:22]=3)=[CH:15][CH:14]=2)[CH:4]=1)=[O:35]. The catalyst class is: 70. (2) Reactant: [CH:1]1([C:4]([N:6]2[CH2:11][CH2:10][N:9]([C:12]3[N:19]=[C:18]([CH:20]4[CH2:22][CH2:21]4)[C:17](B4OC(C)(C)C(C)(C)O4)=[CH:16][C:13]=3[C:14]#[N:15])[CH2:8][C@H:7]2[CH:32]2[CH2:34][CH2:33]2)=[O:5])[CH2:3][CH2:2]1.Br[C:36]1[CH:37]=[CH:38][CH:39]=[C:40]2[C:44]=1[NH:43][C:42](=[O:45])[C:41]2=[O:46].C([O-])([O-])=O.[K+].[K+]. Product: [CH:1]1([C:4]([N:6]2[CH2:11][CH2:10][N:9]([C:12]3[N:19]=[C:18]([CH:20]4[CH2:22][CH2:21]4)[C:17]([C:36]4[CH:37]=[CH:38][CH:39]=[C:40]5[C:44]=4[NH:43][C:42](=[O:45])[C:41]5=[O:46])=[CH:16][C:13]=3[C:14]#[N:15])[CH2:8][C@H:7]2[CH:32]2[CH2:34][CH2:33]2)=[O:5])[CH2:2][CH2:3]1. The catalyst class is: 77. (3) Reactant: [CH3:1][C@@H:2]1[NH:7][CH2:6][CH2:5][N:4]([C:8]([O:10][C:11]([CH3:14])([CH3:13])[CH3:12])=[O:9])[CH2:3]1.[C:15]1([CH2:21][C:22](O)=[O:23])[CH:20]=[CH:19][CH:18]=[CH:17][CH:16]=1.CCN(C(C)C)C(C)C.CN(C(ON1N=NC2C=CC=NC1=2)=[N+](C)C)C.F[P-](F)(F)(F)(F)F. Product: [CH3:1][C@@H:2]1[N:7]([C:22](=[O:23])[CH2:21][C:15]2[CH:20]=[CH:19][CH:18]=[CH:17][CH:16]=2)[CH2:6][CH2:5][N:4]([C:8]([O:10][C:11]([CH3:13])([CH3:12])[CH3:14])=[O:9])[CH2:3]1. The catalyst class is: 31.